Dataset: Forward reaction prediction with 1.9M reactions from USPTO patents (1976-2016). Task: Predict the product of the given reaction. (1) Given the reactants [C:1]1([C:7]2[C:8](I)=[C:9]3[CH2:14][CH2:13][CH2:12][N:10]3[N:11]=2)[CH:6]=[CH:5][CH:4]=[CH:3][CH:2]=1.[F:16][C:17]1[CH:22]=[C:21](B2OC(C)(C)C(C)(C)O2)[CH:20]=[CH:19][N:18]=1.C([O-])([O-])=O.[Cs+].[Cs+].O, predict the reaction product. The product is: [F:16][C:17]1[CH:22]=[C:21]([C:8]2[C:7]([C:1]3[CH:6]=[CH:5][CH:4]=[CH:3][CH:2]=3)=[N:11][N:10]3[CH2:12][CH2:13][CH2:14][C:9]=23)[CH:20]=[CH:19][N:18]=1. (2) The product is: [CH3:32][O:33][C:34](=[O:55])[C:35]1[C:40]([O:41][CH2:42][C:43]2[CH:44]=[CH:45][CH:46]=[CH:47][CH:48]=2)=[CH:39][CH:38]=[CH:37][C:36]=1[O:49][CH2:50][CH2:51][CH2:52][CH2:53][NH:54][C:6](=[O:7])[C@@H:5]([NH:4][C:1](=[O:3])[CH3:2])[CH2:9][C:10]1[CH:15]=[CH:14][C:13]([N:16]2[CH2:20][C:19](=[O:21])[NH:18][S:17]2(=[O:23])=[O:22])=[C:12]([O:24][CH2:25][C:26]2[CH:27]=[CH:28][CH:29]=[CH:30][CH:31]=2)[CH:11]=1. Given the reactants [C:1]([NH:4][C@@H:5]([CH2:9][C:10]1[CH:15]=[CH:14][C:13]([N:16]2[CH2:20][C:19](=[O:21])[NH:18][S:17]2(=[O:23])=[O:22])=[C:12]([O:24][CH2:25][C:26]2[CH:31]=[CH:30][CH:29]=[CH:28][CH:27]=2)[CH:11]=1)[C:6](O)=[O:7])(=[O:3])[CH3:2].[CH3:32][O:33][C:34](=[O:55])[C:35]1[C:40]([O:41][CH2:42][C:43]2[CH:48]=[CH:47][CH:46]=[CH:45][CH:44]=2)=[CH:39][CH:38]=[CH:37][C:36]=1[O:49][CH2:50][CH2:51][CH2:52][CH2:53][NH2:54], predict the reaction product. (3) Given the reactants [OH:1][C:2]1[CH:3]=[C:4]([C:8](=[O:10])[CH3:9])[CH:5]=[CH:6][CH:7]=1.Br[CH2:12][CH2:13][CH2:14][Cl:15], predict the reaction product. The product is: [Cl:15][CH2:14][CH2:13][CH2:12][O:1][C:2]1[CH:3]=[C:4]([C:8](=[O:10])[CH3:9])[CH:5]=[CH:6][CH:7]=1. (4) Given the reactants Cl.[CH3:2][S:3]([C:6]1[CH:11]=[CH:10][C:9]([N:12]2[CH:17]=[CH:16][C:15]([O:18][CH:19]3[CH2:24][CH2:23][NH:22][CH2:21][CH2:20]3)=[CH:14][C:13]2=[O:25])=[CH:8][CH:7]=1)(=[O:5])=[O:4].C(N(C(C)C)CC)(C)C.Cl[C:36]([O:38][C:39]1[CH:44]=[CH:43][C:42]([Br:45])=[CH:41][CH:40]=1)=[O:37], predict the reaction product. The product is: [CH3:2][S:3]([C:6]1[CH:11]=[CH:10][C:9]([N:12]2[CH:17]=[CH:16][C:15]([O:18][CH:19]3[CH2:24][CH2:23][N:22]([C:36]([O:38][C:39]4[CH:44]=[CH:43][C:42]([Br:45])=[CH:41][CH:40]=4)=[O:37])[CH2:21][CH2:20]3)=[CH:14][C:13]2=[O:25])=[CH:8][CH:7]=1)(=[O:4])=[O:5]. (5) Given the reactants [Cl:1][C:2]1[N:3]=[C:4]([C:9]([NH:11][C:12]2[CH:17]=[CH:16][C:15]([C:18]3[O:19][CH:20]=[C:21]([C:23]([O:25]C)=[O:24])[N:22]=3)=[CH:14][C:13]=2[O:27][CH3:28])=[O:10])[NH:5][C:6]=1[CH2:7][CH3:8].[OH-].[Li+].CO, predict the reaction product. The product is: [Cl:1][C:2]1[N:3]=[C:4]([C:9]([NH:11][C:12]2[CH:17]=[CH:16][C:15]([C:18]3[O:19][CH:20]=[C:21]([C:23]([OH:25])=[O:24])[N:22]=3)=[CH:14][C:13]=2[O:27][CH3:28])=[O:10])[NH:5][C:6]=1[CH2:7][CH3:8].